Dataset: Full USPTO retrosynthesis dataset with 1.9M reactions from patents (1976-2016). Task: Predict the reactants needed to synthesize the given product. The reactants are: [Cl-].[Al+3].[Cl-].[Cl-].[N+:5]([C:8]1[C:13]([OH:14])=[CH:12][CH:11]=[CH:10][C:9]=1[OH:15])([O-:7])=[O:6].[C:16](OC(=O)C)(=[O:18])[CH3:17]. Given the product [OH:14][C:13]1[C:8]([N+:5]([O-:7])=[O:6])=[C:9]([OH:15])[CH:10]=[CH:11][C:12]=1[C:16](=[O:18])[CH3:17], predict the reactants needed to synthesize it.